Dataset: Full USPTO retrosynthesis dataset with 1.9M reactions from patents (1976-2016). Task: Predict the reactants needed to synthesize the given product. Given the product [F:1][C:2]([F:14])([F:15])[C:3](=[O:13])/[CH:4]=[C:5](\[CH3:12])/[CH2:6][CH2:7][CH:8]=[C:9]([CH3:10])[CH3:11], predict the reactants needed to synthesize it. The reactants are: [F:1][C:2]([F:15])([F:14])[CH:3]([OH:13])/[CH:4]=[C:5](\[CH3:12])/[CH2:6][CH2:7][CH:8]=[C:9]([CH3:11])[CH3:10].C(O)(=O)C.C(O)(=O)C.IC1C=CC=CC=1.